This data is from Forward reaction prediction with 1.9M reactions from USPTO patents (1976-2016). The task is: Predict the product of the given reaction. (1) Given the reactants [CH3:1][C@H:2]1[CH2:7][CH2:6][C@H:5]([CH2:8]O)[CH2:4][CH2:3]1.C(Br)(Br)(Br)[Br:11].C1C=CC(P(C2C=CC=CC=2)C2C=CC=CC=2)=CC=1, predict the reaction product. The product is: [Br:11][CH2:8][C@H:5]1[CH2:6][CH2:7][C@H:2]([CH3:1])[CH2:3][CH2:4]1. (2) Given the reactants [CH3:1][O:2][C:3]1[N:8]=[CH:7][C:6]([N:9]([CH2:20][C:21]([OH:23])=O)[S:10]([C:13]2[C:14]([CH3:19])=[CH:15][CH:16]=[CH:17][CH:18]=2)(=[O:12])=[O:11])=[CH:5][CH:4]=1.[CH2:24]([NH:31][CH2:32][CH2:33][OH:34])[C:25]1[CH:30]=[CH:29][CH:28]=[CH:27][CH:26]=1, predict the reaction product. The product is: [CH2:24]([N:31]([CH2:32][CH2:33][OH:34])[C:21](=[O:23])[CH2:20][N:9]([C:6]1[CH:7]=[N:8][C:3]([O:2][CH3:1])=[CH:4][CH:5]=1)[S:10]([C:13]1[C:14]([CH3:19])=[CH:15][CH:16]=[CH:17][CH:18]=1)(=[O:11])=[O:12])[C:25]1[CH:30]=[CH:29][CH:28]=[CH:27][CH:26]=1. (3) Given the reactants [CH:1]1[C:11]2[CH:10]=[CH:9][C:8]3[CH:12]=[CH:13][CH:14]=[CH:15][C:7]=3[C:6](=[C:16]3[CH2:21][CH2:20][N:19]([C:22](=[O:33])[CH2:23][NH:24][C:25]([CH2:27][C@H:28]4[CH2:30][C:29]4([CH3:32])[CH3:31])=[O:26])[CH2:18][CH2:17]3)[C:5]=2[CH:4]=[CH:3][CH:2]=1, predict the reaction product. The product is: [CH:1]1[C:11]2[CH2:10][CH2:9][C:8]3[CH:12]=[CH:13][CH:14]=[CH:15][C:7]=3[C:6](=[C:16]3[CH2:17][CH2:18][N:19]([C:22](=[O:33])[CH2:23][NH:24][C:25]([CH2:27][C@H:28]4[CH2:30][C:29]4([CH3:31])[CH3:32])=[O:26])[CH2:20][CH2:21]3)[C:5]=2[CH:4]=[CH:3][CH:2]=1.